This data is from Full USPTO retrosynthesis dataset with 1.9M reactions from patents (1976-2016). The task is: Predict the reactants needed to synthesize the given product. Given the product [C:1]([O:5][C:6]([N:8]1[CH2:13][CH2:12][N:11]([C:14]2[CH:19]=[CH:18][CH:17]=[C:16]([O:20][CH2:44][CH2:43][CH2:42][N:29]([CH2:30][C:31]3[CH:36]=[CH:35][CH:34]=[C:33]([C:37]([F:38])([F:39])[F:40])[C:32]=3[Cl:41])[CH2:28][CH:27]([C:46]3[CH:51]=[CH:50][CH:49]=[CH:48][CH:47]=3)[C:21]3[CH:22]=[CH:23][CH:24]=[CH:25][CH:26]=3)[N:15]=2)[CH2:10][CH2:9]1)=[O:7])([CH3:4])([CH3:2])[CH3:3], predict the reactants needed to synthesize it. The reactants are: [C:1]([O:5][C:6]([N:8]1[CH2:13][CH2:12][N:11]([C:14]2[CH:19]=[CH:18][CH:17]=[C:16]([OH:20])[N:15]=2)[CH2:10][CH2:9]1)=[O:7])([CH3:4])([CH3:3])[CH3:2].[C:21]1([CH:27]([C:46]2[CH:51]=[CH:50][CH:49]=[CH:48][CH:47]=2)[CH2:28][N:29]([CH2:42][CH2:43][CH2:44]O)[CH2:30][C:31]2[CH:36]=[CH:35][CH:34]=[C:33]([C:37]([F:40])([F:39])[F:38])[C:32]=2[Cl:41])[CH:26]=[CH:25][CH:24]=[CH:23][CH:22]=1.OC1C=C(C=CC=1)CC1N(COCC)N=NN=1.BrCCCO.